From a dataset of Full USPTO retrosynthesis dataset with 1.9M reactions from patents (1976-2016). Predict the reactants needed to synthesize the given product. (1) Given the product [CH3:11][CH2:10][O:17][C:4]([CH3:5])=[O:9].[CH2:10]([O:9][C:4]1[C:5]([I:8])=[N:6][CH:7]=[C:2]([Br:1])[CH:3]=1)[C:11]1[CH:16]=[CH:15][CH:14]=[CH:13][CH:12]=1, predict the reactants needed to synthesize it. The reactants are: [Br:1][C:2]1[CH:3]=[C:4]([OH:9])[C:5]([I:8])=[N:6][CH:7]=1.[CH2:10]([OH:17])[C:11]1[CH:16]=[CH:15][CH:14]=[CH:13][CH:12]=1.C1(P(C2C=CC=CC=2)C2C=CC=CC=2)C=CC=CC=1.N(C(OC(C)C)=O)=NC(OC(C)C)=O. (2) Given the product [F:20][C:15]1[CH:14]=[C:13]([CH:10]2[CH2:11][CH2:12][NH:8][CH2:9]2)[CH:18]=[C:17]([F:19])[CH:16]=1, predict the reactants needed to synthesize it. The reactants are: C([N:8]1[CH2:12][CH:11]=[C:10]([C:13]2[CH:18]=[C:17]([F:19])[CH:16]=[C:15]([F:20])[CH:14]=2)[CH2:9]1)C1C=CC=CC=1.C([O-])=O.[NH4+]. (3) Given the product [CH2:1]([O:3][C:4](=[O:23])[CH2:5][C:6]1[CH:11]=[CH:10][C:9]([Cl:12])=[C:8]([O:13][C:14]2[CH:19]=[CH:18][C:17]([Br:20])=[CH:16][C:15]=2[CH2:21][N:26]2[C@H:25]([CH3:24])[C@H:29]([C:30]3[CH:35]=[CH:34][CH:33]=[CH:32][CH:31]=3)[O:28][C:27]2=[O:36])[CH:7]=1)[CH3:2], predict the reactants needed to synthesize it. The reactants are: [CH2:1]([O:3][C:4](=[O:23])[CH2:5][C:6]1[CH:11]=[CH:10][C:9]([Cl:12])=[C:8]([O:13][C:14]2[CH:19]=[CH:18][C:17]([Br:20])=[CH:16][C:15]=2[CH2:21]Br)[CH:7]=1)[CH3:2].[CH3:24][C@@H:25]1[C@H:29]([C:30]2[CH:35]=[CH:34][CH:33]=[CH:32][CH:31]=2)[O:28][C:27](=[O:36])[NH:26]1. (4) Given the product [C:9]([C:8]([CH3:11])([CH3:12])[C:5]1[CH:6]=[CH:7][C:2]([NH:1][C:24](=[O:25])[C:23]2[CH:27]=[CH:28][C:29]([O:30][CH3:31])=[C:21]([O:20][CH3:19])[CH:22]=2)=[CH:3][C:4]=1[C:13]1[CH:14]=[N:15][N:16]([CH3:18])[CH:17]=1)#[N:10], predict the reactants needed to synthesize it. The reactants are: [NH2:1][C:2]1[CH:7]=[CH:6][C:5]([C:8]([CH3:12])([CH3:11])[C:9]#[N:10])=[C:4]([C:13]2[CH:14]=[N:15][N:16]([CH3:18])[CH:17]=2)[CH:3]=1.[CH3:19][O:20][C:21]1[CH:22]=[C:23]([CH:27]=[CH:28][C:29]=1[O:30][CH3:31])[C:24](Cl)=[O:25]. (5) Given the product [CH2:1]([O:3][C:4]([C:6]1[CH:7]=[N:8][C:9]2[C:14]([C:15]=1[NH:24][CH2:20][CH2:21][CH2:22][CH3:23])=[CH:13][C:12]([F:17])=[CH:11][C:10]=2[O:18][CH3:19])=[O:5])[CH3:2], predict the reactants needed to synthesize it. The reactants are: [CH2:1]([O:3][C:4]([C:6]1[CH:7]=[N:8][C:9]2[C:14]([C:15]=1Cl)=[CH:13][C:12]([F:17])=[CH:11][C:10]=2[O:18][CH3:19])=[O:5])[CH3:2].[CH2:20]([NH2:24])[CH2:21][CH2:22][CH3:23].